Dataset: Full USPTO retrosynthesis dataset with 1.9M reactions from patents (1976-2016). Task: Predict the reactants needed to synthesize the given product. (1) Given the product [NH2:12][CH2:13][C@:14]1([CH2:23][C:24]([OH:26])=[O:25])[CH2:20][C@@H:19]2[C@H:15]1[CH:16]=[CH:17][CH:18]2[CH2:21][CH3:22], predict the reactants needed to synthesize it. The reactants are: C1(C)C=CC(S(O)(=O)=O)=CC=1.[NH2:12][CH2:13][C@:14]1([CH2:23][C:24]([OH:26])=[O:25])[CH2:20][C@@H:19]2[C@H:15]1[CH:16]=[CH:17][CH:18]2[CH2:21][CH3:22].C(N(CC)CC)C. (2) Given the product [CH3:40][O:39][CH:8]([O:7][CH3:6])[C:9]1[C:30]([O:31][CH2:32][O:33][CH3:34])=[C:29]([C:35]([F:38])([F:37])[F:36])[CH:28]=[CH:27][C:10]=1[CH2:11][O:12][C:13]1[CH:14]=[CH:15][C:16]([NH:19][CH3:20])=[CH:17][CH:18]=1, predict the reactants needed to synthesize it. The reactants are: N1CCCC1.[CH3:6][O:7][CH:8]([O:39][CH3:40])[C:9]1[C:30]([O:31][CH2:32][O:33][CH3:34])=[C:29]([C:35]([F:38])([F:37])[F:36])[CH:28]=[CH:27][C:10]=1[CH2:11][O:12][C:13]1[CH:18]=[CH:17][C:16]([N:19](C)[C:20](=O)OCC=C)=[CH:15][CH:14]=1. (3) Given the product [C:1]([O:5][C:6](=[O:16])[CH:7]([CH2:11][S:12][C:13](=[O:15])[CH3:14])[CH2:8][C:10]1[CH:26]=[CH:25][CH:24]=[CH:23][CH:22]=1)([CH3:2])([CH3:3])[CH3:4], predict the reactants needed to synthesize it. The reactants are: [C:1]([O:5][C:6](=[O:16])[CH:7]([CH2:11][S:12][C:13](=[O:15])[CH3:14])[CH:8]([CH3:10])C)([CH3:4])([CH3:3])[CH3:2].C(O[C:22](=O)[CH:23](CBr)[CH2:24][C:25]1C=CC=C[CH:26]=1)(C)(C)C.